This data is from NCI-60 drug combinations with 297,098 pairs across 59 cell lines. The task is: Regression. Given two drug SMILES strings and cell line genomic features, predict the synergy score measuring deviation from expected non-interaction effect. (1) Drug 1: CC(CN1CC(=O)NC(=O)C1)N2CC(=O)NC(=O)C2. Drug 2: C1=CC=C(C(=C1)C(C2=CC=C(C=C2)Cl)C(Cl)Cl)Cl. Cell line: MDA-MB-231. Synergy scores: CSS=2.87, Synergy_ZIP=-2.00, Synergy_Bliss=1.78, Synergy_Loewe=-2.61, Synergy_HSA=2.66. (2) Drug 1: C1=CC(=CC=C1CC(C(=O)O)N)N(CCCl)CCCl.Cl. Drug 2: C1CN(P(=O)(OC1)NCCCl)CCCl. Cell line: HS 578T. Synergy scores: CSS=5.06, Synergy_ZIP=-2.43, Synergy_Bliss=-2.42, Synergy_Loewe=-16.0, Synergy_HSA=-5.72. (3) Drug 1: C1CN1P(=S)(N2CC2)N3CC3. Drug 2: C1=NC2=C(N1)C(=S)N=CN2. Cell line: HCT-15. Synergy scores: CSS=23.3, Synergy_ZIP=0.536, Synergy_Bliss=4.44, Synergy_Loewe=-6.38, Synergy_HSA=1.53. (4) Drug 1: C1=CC(=CC=C1CCC2=CNC3=C2C(=O)NC(=N3)N)C(=O)NC(CCC(=O)O)C(=O)O. Drug 2: C1=CC(=CC=C1CCCC(=O)O)N(CCCl)CCCl. Cell line: 786-0. Synergy scores: CSS=48.2, Synergy_ZIP=-4.49, Synergy_Bliss=-6.07, Synergy_Loewe=-6.83, Synergy_HSA=-0.379. (5) Drug 1: CCC(=C(C1=CC=CC=C1)C2=CC=C(C=C2)OCCN(C)C)C3=CC=CC=C3.C(C(=O)O)C(CC(=O)O)(C(=O)O)O. Drug 2: CCC1(CC2CC(C3=C(CCN(C2)C1)C4=CC=CC=C4N3)(C5=C(C=C6C(=C5)C78CCN9C7C(C=CC9)(C(C(C8N6C)(C(=O)OC)O)OC(=O)C)CC)OC)C(=O)OC)O.OS(=O)(=O)O. Cell line: K-562. Synergy scores: CSS=57.9, Synergy_ZIP=15.2, Synergy_Bliss=13.2, Synergy_Loewe=23.4, Synergy_HSA=11.9. (6) Drug 1: CC12CCC3C(C1CCC2=O)CC(=C)C4=CC(=O)C=CC34C. Drug 2: CC1=C2C(C(=O)C3(C(CC4C(C3C(C(C2(C)C)(CC1OC(=O)C(C(C5=CC=CC=C5)NC(=O)OC(C)(C)C)O)O)OC(=O)C6=CC=CC=C6)(CO4)OC(=O)C)O)C)O. Cell line: 786-0. Synergy scores: CSS=50.3, Synergy_ZIP=-0.687, Synergy_Bliss=0.158, Synergy_Loewe=-0.598, Synergy_HSA=0.798. (7) Cell line: M14. Synergy scores: CSS=-5.50, Synergy_ZIP=1.73, Synergy_Bliss=-1.81, Synergy_Loewe=-4.53, Synergy_HSA=-5.39. Drug 1: C#CCC(CC1=CN=C2C(=N1)C(=NC(=N2)N)N)C3=CC=C(C=C3)C(=O)NC(CCC(=O)O)C(=O)O. Drug 2: C(CN)CNCCSP(=O)(O)O. (8) Drug 1: C1CC(C1)(C(=O)O)C(=O)O.[NH2-].[NH2-].[Pt+2]. Drug 2: COC1=C2C(=CC3=C1OC=C3)C=CC(=O)O2. Cell line: HS 578T. Synergy scores: CSS=14.6, Synergy_ZIP=-2.89, Synergy_Bliss=-0.408, Synergy_Loewe=2.41, Synergy_HSA=1.09. (9) Drug 1: CC(C)(C#N)C1=CC(=CC(=C1)CN2C=NC=N2)C(C)(C)C#N. Drug 2: CC1C(C(CC(O1)OC2CC(CC3=C2C(=C4C(=C3O)C(=O)C5=CC=CC=C5C4=O)O)(C(=O)C)O)N)O. Cell line: LOX IMVI. Synergy scores: CSS=43.6, Synergy_ZIP=-1.12, Synergy_Bliss=-1.94, Synergy_Loewe=-8.63, Synergy_HSA=-0.533. (10) Drug 1: CC1OCC2C(O1)C(C(C(O2)OC3C4COC(=O)C4C(C5=CC6=C(C=C35)OCO6)C7=CC(=C(C(=C7)OC)O)OC)O)O. Drug 2: CCC1(C2=C(COC1=O)C(=O)N3CC4=CC5=C(C=CC(=C5CN(C)C)O)N=C4C3=C2)O.Cl. Cell line: MALME-3M. Synergy scores: CSS=18.1, Synergy_ZIP=-6.62, Synergy_Bliss=-1.37, Synergy_Loewe=-3.80, Synergy_HSA=0.243.